From a dataset of CYP2C19 inhibition data for predicting drug metabolism from PubChem BioAssay. Regression/Classification. Given a drug SMILES string, predict its absorption, distribution, metabolism, or excretion properties. Task type varies by dataset: regression for continuous measurements (e.g., permeability, clearance, half-life) or binary classification for categorical outcomes (e.g., BBB penetration, CYP inhibition). Dataset: cyp2c19_veith. The molecule is Nc1ncnc2c1ncn2[C@H]1O[C@@H](C(=O)OCCO)[C@@H](O)[C@H]1O. The result is 0 (non-inhibitor).